From a dataset of Retrosynthesis with 50K atom-mapped reactions and 10 reaction types from USPTO. Predict the reactants needed to synthesize the given product. (1) Given the product CC(C)(C)OC(=O)N1CCc2oc3c(Cl)cc(S(=O)c4ccccc4)cc3c2C1, predict the reactants needed to synthesize it. The reactants are: CC(C)(C)OC(=O)N1CCc2oc3c(Cl)cc(Sc4ccccc4)cc3c2C1.O=C(OO)c1cccc(Cl)c1. (2) The reactants are: C#C[C@]1(O)CCN(C)C1=O.COC(=O)c1nc2c(s1)C(F)(F)COc1ccc(Br)cc1-2. Given the product COC(=O)c1nc2c(s1)C(F)(F)COc1ccc(C#C[C@]3(O)CCN(C)C3=O)cc1-2, predict the reactants needed to synthesize it. (3) Given the product Cc1[nH]c(=O)c2c(ccc3nc(Nc4c(Cl)cccc4Cl)n(C)c32)c1CCN1CCOCC1, predict the reactants needed to synthesize it. The reactants are: Cc1[nH]c(=O)c2c(ccc3nc(Nc4c(Cl)cccc4Cl)n(C)c32)c1CC(=O)N1CCOCC1. (4) Given the product Cn1ncnc1Cc1n[nH]c(=O)c2cc(F)cc(C/N=C\c3ccc(F)cc3)c12, predict the reactants needed to synthesize it. The reactants are: Cn1ncnc1Cc1n[nH]c(=O)c2cc(F)cc(CN)c12.O=Cc1ccc(F)cc1. (5) Given the product CCc1cc(C(=O)N2CCOC3(CCN(Cc4ccc(F)c(CCO)c4)CC3)C2)cs1, predict the reactants needed to synthesize it. The reactants are: CCc1cc(C(=O)N2CCOC3(CCNCC3)C2)cs1.OCCc1cc(CBr)ccc1F.